This data is from Forward reaction prediction with 1.9M reactions from USPTO patents (1976-2016). The task is: Predict the product of the given reaction. (1) Given the reactants [NH2:1][C:2]1[CH:3]=[N:4][CH:5]=[CH:6][C:7]=1[CH:8]=O.[CH3:10][O:11][C:12]1[CH:17]=[CH:16][CH:15]=[C:14]([O:18][CH3:19])[C:13]=1[CH2:20][CH2:21][C:22]#[N:23], predict the reaction product. The product is: [CH3:19][O:18][C:14]1[CH:15]=[CH:16][CH:17]=[C:12]([O:11][CH3:10])[C:13]=1[CH2:20][C:21]1[C:22]([NH2:23])=[N:1][C:2]2[C:7]([CH:8]=1)=[CH:6][CH:5]=[N:4][CH:3]=2. (2) Given the reactants [Cl:1][C:2]1[N:3]([S:18]([C:21]2[CH:26]=[CH:25][CH:24]=[CH:23][CH:22]=2)(=[O:20])=[O:19])[C:4]([C:12]2[CH:17]=[CH:16][CH:15]=[CH:14][CH:13]=2)=[CH:5][C:6]=1[C:7](OCC)=[O:8].[H-].C([Al+]CC(C)C)C(C)C.Cl, predict the reaction product. The product is: [Cl:1][C:2]1[N:3]([S:18]([C:21]2[CH:26]=[CH:25][CH:24]=[CH:23][CH:22]=2)(=[O:20])=[O:19])[C:4]([C:12]2[CH:13]=[CH:14][CH:15]=[CH:16][CH:17]=2)=[CH:5][C:6]=1[CH2:7][OH:8]. (3) The product is: [N+:1]([C:4]1[CH:13]=[CH:12][CH:11]=[C:10]2[C:5]=1[CH:6]=[CH:7][N:25]([C@H:26]([C:30]1[CH:35]=[CH:34][CH:33]=[CH:32][CH:31]=1)[C:27]([NH2:29])=[O:28])[C:9]2=[O:14])([O-:3])=[O:2]. Given the reactants [N+:1]([C:4]1[CH:13]=[CH:12][CH:11]=[C:10]2[C:5]=1[CH:6]=[CH:7]O[C:9]2=[O:14])([O-:3])=[O:2].CO.C(N(CC)CC)C.Cl.[NH2:25][C@H:26]([C:30]1[CH:35]=[CH:34][CH:33]=[CH:32][CH:31]=1)[C:27]([NH2:29])=[O:28], predict the reaction product. (4) The product is: [CH3:1][O:2][C:3](=[O:13])[C:4]1[CH:9]=[CH:8][C:7]([CH2:10][NH:11][C:14]([O:16][C:17]([CH3:20])([CH3:19])[CH3:18])=[O:15])=[C:6]([F:12])[CH:5]=1. Given the reactants [CH3:1][O:2][C:3](=[O:13])[C:4]1[CH:9]=[CH:8][C:7]([CH2:10][NH2:11])=[C:6]([F:12])[CH:5]=1.[C:14](O[C:14]([O:16][C:17]([CH3:20])([CH3:19])[CH3:18])=[O:15])([O:16][C:17]([CH3:20])([CH3:19])[CH3:18])=[O:15].C(N(CC)CC)C, predict the reaction product. (5) The product is: [OH:10][CH2:9][C:8]([C:5]1[CH:4]=[CH:3][C:2]([NH:1][C:15](=[O:16])[O:17][C:18]2[CH:23]=[CH:22][CH:21]=[CH:20][CH:19]=2)=[CH:7][CH:6]=1)([CH3:13])[CH2:11][OH:12]. Given the reactants [NH2:1][C:2]1[CH:7]=[CH:6][C:5]([C:8]([CH3:13])([CH2:11][OH:12])[CH2:9][OH:10])=[CH:4][CH:3]=1.Cl[C:15]([O:17][C:18]1[CH:23]=[CH:22][CH:21]=[CH:20][CH:19]=1)=[O:16], predict the reaction product. (6) Given the reactants [CH2:1]([O:5][C:6]1[C:15]2[C:10](=[CH:11][CH:12]=[C:13]([C:16]([NH2:18])=[O:17])[CH:14]=2)[C:9](=[O:19])[N:8]([CH2:20][CH:21]2[CH2:23][CH2:22]2)[C:7]=1[CH2:24][NH:25]C(OC(C)(C)C)=O)[CH2:2][CH2:3][CH3:4].[ClH:33], predict the reaction product. The product is: [ClH:33].[NH2:25][CH2:24][C:7]1[N:8]([CH2:20][CH:21]2[CH2:22][CH2:23]2)[C:9](=[O:19])[C:10]2[C:15]([C:6]=1[O:5][CH2:1][CH2:2][CH2:3][CH3:4])=[CH:14][C:13]([C:16]([NH2:18])=[O:17])=[CH:12][CH:11]=2. (7) Given the reactants [O:1]1[CH2:6][CH2:5][N:4]([C:7]2[N:15]=[C:14]([C:16]3[CH:17]=[N:18][C:19]([NH2:22])=[N:20][CH:21]=3)[N:13]=[C:12]3[C:8]=2[N:9]=[CH:10][N:11]3[CH2:23][CH:24]2[CH2:29][CH2:28][NH:27][CH2:26][CH2:25]2)[CH2:3][CH2:2]1.C1C=CC2N([OH:39])N=NC=2C=1.C(N([CH:46]([CH3:48])C)CC)(C)C.Cl.CN(C)CCCN=C=NCC, predict the reaction product. The product is: [NH2:22][C:19]1[N:20]=[CH:21][C:16]([C:14]2[N:13]=[C:12]3[C:8]([N:9]=[CH:10][N:11]3[CH2:23][CH:24]3[CH2:25][CH2:26][N:27]([C:46](=[O:39])[CH3:48])[CH2:28][CH2:29]3)=[C:7]([N:4]3[CH2:5][CH2:6][O:1][CH2:2][CH2:3]3)[N:15]=2)=[CH:17][N:18]=1. (8) Given the reactants [NH2:1][CH2:2][CH2:3][N:4]([CH2:15][CH3:16])[CH2:5][CH2:6][O:7][C:8]1[C:9]([F:14])=[N:10][CH:11]=[CH:12][CH:13]=1.C[Al](C)C.CCCCCCC.[I:28][C:29]1[CH:30]=[C:31]2[C:36](=[CH:37][CH:38]=1)[N:35]=[C:34]([C:39](OCC)=[O:40])[CH:33]=[N:32]2, predict the reaction product. The product is: [CH2:15]([N:4]([CH2:3][CH2:2][NH:1][C:39]([C:34]1[CH:33]=[N:32][C:31]2[C:36](=[CH:37][CH:38]=[C:29]([I:28])[CH:30]=2)[N:35]=1)=[O:40])[CH2:5][CH2:6][O:7][C:8]1[C:9]([F:14])=[N:10][CH:11]=[CH:12][CH:13]=1)[CH3:16]. (9) Given the reactants [CH:1]1([N:4]2[C:13]3[C:8](=[CH:9][C:10]([F:15])=[C:11]([F:14])[CH:12]=3)[C:7](=[O:16])[NH:6][C:5]2=[O:17])[CH2:3][CH2:2]1.O1CCCC1.[H-].[Na+].[N+:25](C1C=C([N+]([O-])=O)C=CC=1NO)([O-])=O, predict the reaction product. The product is: [NH2:25][N:6]1[C:7](=[O:16])[C:8]2[C:13](=[CH:12][C:11]([F:14])=[C:10]([F:15])[CH:9]=2)[N:4]([CH:1]2[CH2:3][CH2:2]2)[C:5]1=[O:17]. (10) Given the reactants Br[CH2:2][CH:3]([CH2:8]Br)[C:4]([O:6][CH3:7])=[O:5].[CH3:10][C:11]12[C:23]3([CH3:24])[N:15]([CH2:16][CH2:17][CH2:18][N:19]3[CH2:20][CH2:21][NH:22]1)[CH2:14][CH2:13][NH:12]2.C(=O)([O-])[O-].[K+].[K+], predict the reaction product. The product is: [CH3:10][C:11]12[C:23]3([CH3:24])[N:15]4[CH2:16][CH2:17][CH2:18][N:19]3[CH2:20][CH2:21][N:22]1[CH2:2][CH:3]([C:4]([O:6][CH3:7])=[O:5])[CH2:8][N:12]2[CH2:13][CH2:14]4.